This data is from Catalyst prediction with 721,799 reactions and 888 catalyst types from USPTO. The task is: Predict which catalyst facilitates the given reaction. (1) Reactant: [C:1]1([C:7]2[N:11]([CH2:12][O:13][CH2:14][CH2:15][Si:16]([CH3:19])([CH3:18])[CH3:17])[N:10]=[C:9]([C:20](OC)=[O:21])[CH:8]=2)[CH:6]=[CH:5][CH:4]=[CH:3][CH:2]=1.[Li+].[BH4-]. Product: [C:1]1([C:7]2[N:11]([CH2:12][O:13][CH2:14][CH2:15][Si:16]([CH3:17])([CH3:18])[CH3:19])[N:10]=[C:9]([CH2:20][OH:21])[CH:8]=2)[CH:2]=[CH:3][CH:4]=[CH:5][CH:6]=1. The catalyst class is: 1. (2) Reactant: [O:1]=[C:2]1[C:10]2[C:5](=[CH:6][CH:7]=[CH:8][CH:9]=2)[C:4](=[O:11])[N:3]1[CH2:12][C@@H:13]([NH:25]C(=O)OC(C)(C)C)[CH2:14][C:15]1[CH:20]=[CH:19][CH:18]=[CH:17][C:16]=1[C:21]([F:24])([F:23])[F:22].Cl. Product: [NH2:25][C@@H:13]([CH2:14][C:15]1[CH:20]=[CH:19][CH:18]=[CH:17][C:16]=1[C:21]([F:24])([F:22])[F:23])[CH2:12][N:3]1[C:4](=[O:11])[C:5]2[C:10](=[CH:9][CH:8]=[CH:7][CH:6]=2)[C:2]1=[O:1]. The catalyst class is: 71. (3) Reactant: [H-].[Na+].CN(C=O)C.[Cl:8][C:9]1[CH:18]=[C:17]2[C:12]([N:13]=[CH:14][C:15](=[O:19])[NH:16]2)=[CH:11][CH:10]=1.Br[CH2:21][C:22]([O:24][CH2:25][CH3:26])=[O:23]. Product: [Cl:8][C:9]1[CH:18]=[C:17]2[C:12]([N:13]=[CH:14][C:15](=[O:19])[N:16]2[CH2:21][C:22]([O:24][CH2:25][CH3:26])=[O:23])=[CH:11][CH:10]=1. The catalyst class is: 6.